Dataset: Peptide-MHC class I binding affinity with 185,985 pairs from IEDB/IMGT. Task: Regression. Given a peptide amino acid sequence and an MHC pseudo amino acid sequence, predict their binding affinity value. This is MHC class I binding data. (1) The peptide sequence is DVKNVQLVDA. The MHC is HLA-A02:01 with pseudo-sequence HLA-A02:01. The binding affinity (normalized) is 0.0645. (2) The peptide sequence is TELGAAAFL. The MHC is HLA-B40:01 with pseudo-sequence HLA-B40:01. The binding affinity (normalized) is 0.872. (3) The peptide sequence is RVEESRARL. The MHC is HLA-B15:09 with pseudo-sequence HLA-B15:09. The binding affinity (normalized) is 0.0847. (4) The peptide sequence is GQTVEMSPF. The MHC is HLA-A30:02 with pseudo-sequence HLA-A30:02. The binding affinity (normalized) is 0.213.